This data is from Peptide-MHC class I binding affinity with 185,985 pairs from IEDB/IMGT. The task is: Regression. Given a peptide amino acid sequence and an MHC pseudo amino acid sequence, predict their binding affinity value. This is MHC class I binding data. (1) The peptide sequence is AQSDFMSWV. The MHC is HLA-A02:01 with pseudo-sequence HLA-A02:01. The binding affinity (normalized) is 0.936. (2) The peptide sequence is SQYDPKELL. The MHC is HLA-A02:06 with pseudo-sequence HLA-A02:06. The binding affinity (normalized) is 0.936. (3) The peptide sequence is CPPTCPGYR. The MHC is HLA-A68:02 with pseudo-sequence HLA-A68:02. The binding affinity (normalized) is 0. (4) The peptide sequence is IVNRNRQGY. The MHC is HLA-B35:01 with pseudo-sequence HLA-B35:01. The binding affinity (normalized) is 0.